This data is from Forward reaction prediction with 1.9M reactions from USPTO patents (1976-2016). The task is: Predict the product of the given reaction. (1) Given the reactants [F:1][C:2]1[CH:19]=[C:18](I)[CH:17]=[CH:16][C:3]=1[NH:4][C:5]1[C:6]([C:13]([NH2:15])=[O:14])=[CH:7][N:8]([CH3:12])[C:9](=[O:11])[CH:10]=1.[Si:21]([C:25]#[CH:26])([CH3:24])([CH3:23])[CH3:22], predict the reaction product. The product is: [F:1][C:2]1[CH:19]=[C:18]([C:26]#[C:25][Si:21]([CH3:24])([CH3:23])[CH3:22])[CH:17]=[CH:16][C:3]=1[NH:4][C:5]1[C:6]([C:13]([NH2:15])=[O:14])=[CH:7][N:8]([CH3:12])[C:9](=[O:11])[CH:10]=1. (2) Given the reactants [CH:1]1([S:4]([C:7]2[CH:12]=[CH:11][C:10]([CH:13]([C:21]3[NH:25][C:24]([C:26]4[S:27][C:28]([CH:31]([OH:33])[CH3:32])=[CH:29][N:30]=4)=[CH:23][CH:22]=3)[CH2:14][CH:15]3[CH2:20][CH2:19][O:18][CH2:17][CH2:16]3)=[CH:9][CH:8]=2)(=[O:6])=[O:5])[CH2:3][CH2:2]1.[Cl:34]N1C(=O)CCC1=O, predict the reaction product. The product is: [Cl:34][C:23]1[CH:22]=[C:21]([CH:13]([C:10]2[CH:11]=[CH:12][C:7]([S:4]([CH:1]3[CH2:3][CH2:2]3)(=[O:5])=[O:6])=[CH:8][CH:9]=2)[CH2:14][CH:15]2[CH2:16][CH2:17][O:18][CH2:19][CH2:20]2)[NH:25][C:24]=1[C:26]1[S:27][C:28]([CH:31]([OH:33])[CH3:32])=[CH:29][N:30]=1. (3) Given the reactants [F:1][C:2]1[C:26]([O:27]C)=[CH:25][C:5]2[N:6]=[C:7]([N:18]3[CH2:23][CH2:22][N:21]([CH3:24])[CH2:20][CH2:19]3)[C:8]3[C:13]4[CH:14]=[CH:15][CH:16]=[CH:17][C:12]=4[S:11][C:9]=3[NH:10][C:4]=2[CH:3]=1.C(S)(S)C.[Cl-].[Al+3].[Cl-].[Cl-], predict the reaction product. The product is: [F:1][C:2]1[C:26]([OH:27])=[CH:25][C:5]2[N:6]=[C:7]([N:18]3[CH2:19][CH2:20][N:21]([CH3:24])[CH2:22][CH2:23]3)[C:8]3[C:13]4[CH:14]=[CH:15][CH:16]=[CH:17][C:12]=4[S:11][C:9]=3[NH:10][C:4]=2[CH:3]=1. (4) Given the reactants [OH:1][C@@H:2]1[C@@H:6]([OH:7])[CH2:5][N:4]([C:8](=[O:18])[CH2:9][NH:10]C(=O)OC(C)(C)C)[C@@H:3]1[CH2:19][C:20]1[CH:25]=[CH:24][C:23]([O:26][CH3:27])=[CH:22][CH:21]=1.[F:28][C:29]([F:34])([F:33])[C:30]([OH:32])=[O:31], predict the reaction product. The product is: [NH2:10][CH2:9][C:8]([N:4]1[CH2:5][C@H:6]([OH:7])[C@@H:2]([OH:1])[C@H:3]1[CH2:19][C:20]1[CH:25]=[CH:24][C:23]([O:26][CH3:27])=[CH:22][CH:21]=1)=[O:18].[C:30]([OH:32])([C:29]([F:34])([F:33])[F:28])=[O:31]. (5) Given the reactants [CH3:1][S:2][C:3]1[CH:8]=[CH:7][C:6]([CH:9]([CH2:19][C@H:20]2[CH2:24][CH2:23][CH2:22][O:21]2)[C:10]([NH:12][C:13]2[CH:18]=[N:17][CH:16]=[CH:15][N:14]=2)=[O:11])=[CH:5][C:4]=1[C:25]([F:28])([F:27])[F:26].C(O)=[O:30].OO.[Mn]([O-])(=O)(=O)=O.[K+].[OH2:40], predict the reaction product. The product is: [CH3:1][S:2]([C:3]1[CH:8]=[CH:7][C:6]([CH:9]([CH2:19][C@H:20]2[CH2:24][CH2:23][CH2:22][O:21]2)[C:10]([NH:12][C:13]2[CH:18]=[N:17][CH:16]=[CH:15][N:14]=2)=[O:11])=[CH:5][C:4]=1[C:25]([F:28])([F:26])[F:27])(=[O:30])=[O:40]. (6) The product is: [Br:1][C:2]1[CH:3]=[N:4][C:5]2[N:6]([N:8]=[C:9]([C:11]([N:16]3[CH2:17][CH2:18][C:19]4[C:24](=[CH:23][CH:22]=[C:21]([C:25]5[CH:30]=[CH:29][N:28]=[CH:27][CH:26]=5)[CH:20]=4)[N:15]3[CH3:14])=[O:13])[CH:10]=2)[CH:7]=1. Given the reactants [Br:1][C:2]1[CH:3]=[N:4][C:5]2[N:6]([N:8]=[C:9]([C:11]([OH:13])=O)[CH:10]=2)[CH:7]=1.[CH3:14][N:15]1[C:24]2[C:19](=[CH:20][C:21]([C:25]3[CH:30]=[CH:29][N:28]=[CH:27][CH:26]=3)=[CH:22][CH:23]=2)[CH2:18][CH2:17][NH:16]1, predict the reaction product. (7) Given the reactants Br[C:2]1[CH:7]=[CH:6][CH:5]=[C:4]([O:8][CH2:9][O:10][CH3:11])[CH:3]=1.BrC1C=C(O)C=CC=1.C([Li])CCC.CCCCCC.CON(C)[C:34]([CH2:36][CH2:37][NH:38][C:39](=[O:45])[O:40][C:41]([CH3:44])([CH3:43])[CH3:42])=[O:35].C(OC(NCCC(O)=O)=O)(C)(C)C.Cl.CNOC.[Cl-].[NH4+], predict the reaction product. The product is: [CH3:11][O:10][CH2:9][O:8][C:4]1[CH:3]=[C:2]([C:34](=[O:35])[CH2:36][CH2:37][NH:38][C:39](=[O:45])[O:40][C:41]([CH3:42])([CH3:43])[CH3:44])[CH:7]=[CH:6][CH:5]=1. (8) Given the reactants [CH2:1]([S:3][C:4]1[CH:9]=[CH:8][C:7]([N+:10]([O-:12])=[O:11])=[CH:6][C:5]=1[CH:13]1[CH:17]([C:18]([O:20][CH2:21][CH3:22])=[O:19])[CH2:16][CH2:15][NH:14]1)[CH3:2].CCN(CC)CC.[C:30](O[C:30]([O:32][C:33]([CH3:36])([CH3:35])[CH3:34])=[O:31])([O:32][C:33]([CH3:36])([CH3:35])[CH3:34])=[O:31], predict the reaction product. The product is: [CH2:1]([S:3][C:4]1[CH:9]=[CH:8][C:7]([N+:10]([O-:12])=[O:11])=[CH:6][C:5]=1[C@H:13]1[C@H:17]([C:18]([O:20][CH2:21][CH3:22])=[O:19])[CH2:16][CH2:15][N:14]1[C:30]([O:32][C:33]([CH3:36])([CH3:35])[CH3:34])=[O:31])[CH3:2]. (9) Given the reactants C1(C[O:8][C:9]2[CH:26]=[CH:25][C:12]3[CH2:13][N:14]([C:18]([O:20][C:21]([CH3:24])([CH3:23])[CH3:22])=[O:19])[CH2:15][CH2:16][O:17][C:11]=3[CH:10]=2)C=CC=CC=1, predict the reaction product. The product is: [OH:8][C:9]1[CH:26]=[CH:25][C:12]2[CH2:13][N:14]([C:18]([O:20][C:21]([CH3:22])([CH3:23])[CH3:24])=[O:19])[CH2:15][CH2:16][O:17][C:11]=2[CH:10]=1. (10) Given the reactants [NH2:1][C:2]1[C:3]([C:7]2[N:8]([CH2:31][CH3:32])[C:9]3[CH:14]=[C:13]([CH2:15][CH2:16][CH2:17][N:18]4[C:26](=[O:27])[C:25]5[C:20](=[CH:21][CH:22]=[CH:23][CH:24]=5)[C:19]4=[O:28])[N:12]=[C:11](Cl)[C:10]=3[N:30]=2)=[N:4][O:5][N:6]=1.[CH3:33][C:34]([OH:38])([C:36]#[CH:37])[CH3:35], predict the reaction product. The product is: [NH2:1][C:2]1[C:3]([C:7]2[N:8]([CH2:31][CH3:32])[C:9]3[CH:14]=[C:13]([CH2:15][CH2:16][CH2:17][N:18]4[C:26](=[O:27])[C:25]5[C:20](=[CH:21][CH:22]=[CH:23][CH:24]=5)[C:19]4=[O:28])[N:12]=[C:11]([C:37]#[C:36][C:34]([OH:38])([CH3:35])[CH3:33])[C:10]=3[N:30]=2)=[N:4][O:5][N:6]=1.